This data is from Catalyst prediction with 721,799 reactions and 888 catalyst types from USPTO. The task is: Predict which catalyst facilitates the given reaction. Reactant: [F:1][CH:2]([F:34])[C:3]1[N:17](COCC[Si](C)(C)C)[C:6]2[N:7]=[CH:8][N:9]=[C:10]([N:11]3[CH2:16][CH2:15][O:14][CH2:13][CH2:12]3)[C:5]=2[C:4]=1[C:26]1[CH:27]=[C:28]([CH:31]=[CH:32][CH:33]=1)[C:29]#[N:30]. The catalyst class is: 55. Product: [F:34][CH:2]([F:1])[C:3]1[NH:17][C:6]2[N:7]=[CH:8][N:9]=[C:10]([N:11]3[CH2:16][CH2:15][O:14][CH2:13][CH2:12]3)[C:5]=2[C:4]=1[C:26]1[CH:27]=[C:28]([CH:31]=[CH:32][CH:33]=1)[C:29]#[N:30].